From a dataset of Catalyst prediction with 721,799 reactions and 888 catalyst types from USPTO. Predict which catalyst facilitates the given reaction. (1) Reactant: [NH2:1][C:2]1[CH:14]=[C:5]2[CH2:6][N:7]([CH:11]([CH3:13])[CH3:12])[C:8](=[O:10])[CH2:9][N:4]2[N:3]=1.Br[C:16]1[C:17](=[O:24])[N:18]([CH3:23])[CH:19]=[C:20]([Br:22])[CH:21]=1.CC1(C)C2C(=C(P(C3C=CC=CC=3)C3C=CC=CC=3)C=CC=2)OC2C(P(C3C=CC=CC=3)C3C=CC=CC=3)=CC=CC1=2.C([O-])([O-])=O.[Cs+].[Cs+]. Product: [Br:22][C:20]1[CH:21]=[C:16]([NH:1][C:2]2[CH:14]=[C:5]3[CH2:6][N:7]([CH:11]([CH3:12])[CH3:13])[C:8](=[O:10])[CH2:9][N:4]3[N:3]=2)[C:17](=[O:24])[N:18]([CH3:23])[CH:19]=1. The catalyst class is: 102. (2) Reactant: [F:1][C:2]1([F:32])[CH2:7][CH2:6][N:5]([C:8]([C:10]2[NH:11][C:12]3[C:17]([CH:18]=2)=[CH:16][C:15]([C:19]([N:21]2[CH2:26][CH2:25][CH:24]([N:27]4[CH2:31][CH2:30][CH2:29][CH2:28]4)[CH2:23][CH2:22]2)=[O:20])=[CH:14][CH:13]=3)=[O:9])[CH2:4][CH2:3]1.[Cl:33][C:34]1[CH:35]=[C:36](B(O)O)[CH:37]=[CH:38][CH:39]=1.N1C=CC=CC=1. Product: [Cl:33][C:34]1[CH:39]=[C:38]([N:11]2[C:12]3[C:17](=[CH:16][C:15]([C:19]([N:21]4[CH2:22][CH2:23][CH:24]([N:27]5[CH2:31][CH2:30][CH2:29][CH2:28]5)[CH2:25][CH2:26]4)=[O:20])=[CH:14][CH:13]=3)[CH:18]=[C:10]2[C:8]([N:5]2[CH2:6][CH2:7][C:2]([F:1])([F:32])[CH2:3][CH2:4]2)=[O:9])[CH:37]=[CH:36][CH:35]=1. The catalyst class is: 221. (3) Reactant: [Br:1]Br.[CH2:3]1[O:11][C:10]2[CH:9]=[CH:8][C:7]([CH3:12])=[CH:6][C:5]=2[O:4]1.N1C=CC=CC=1. Product: [Br:1][C:8]1[CH:9]=[C:10]2[O:11][CH2:3][O:4][C:5]2=[CH:6][C:7]=1[CH3:12]. The catalyst class is: 4. (4) Reactant: [CH3:1][O:2][C:3]1[N:8]=[C:7]([C:9]2[CH:10]=[C:11]([S:15]([NH2:18])(=[O:17])=[O:16])[CH:12]=[CH:13][CH:14]=2)[CH:6]=[C:5]([NH:19][CH2:20][CH2:21][C:22]2[CH:27]=[CH:26][C:25]([O:28][CH3:29])=[CH:24][CH:23]=2)[N:4]=1.[H-].[Na+].Cl[C:33]([O:35][CH3:36])=[O:34].O. The catalyst class is: 1. Product: [CH3:36][O:35][C:33]([NH:18][S:15]([C:11]1[CH:12]=[CH:13][CH:14]=[C:9]([C:7]2[CH:6]=[C:5]([NH:19][CH2:20][CH2:21][C:22]3[CH:23]=[CH:24][C:25]([O:28][CH3:29])=[CH:26][CH:27]=3)[N:4]=[C:3]([O:2][CH3:1])[N:8]=2)[CH:10]=1)(=[O:16])=[O:17])=[O:34].